From a dataset of NCI-60 drug combinations with 297,098 pairs across 59 cell lines. Regression. Given two drug SMILES strings and cell line genomic features, predict the synergy score measuring deviation from expected non-interaction effect. (1) Drug 1: C1=CC(=C2C(=C1NCCNCCO)C(=O)C3=C(C=CC(=C3C2=O)O)O)NCCNCCO. Drug 2: C1CN1P(=S)(N2CC2)N3CC3. Cell line: T-47D. Synergy scores: CSS=28.8, Synergy_ZIP=-11.6, Synergy_Bliss=-7.65, Synergy_Loewe=-18.9, Synergy_HSA=-4.47. (2) Drug 1: COC1=NC(=NC2=C1N=CN2C3C(C(C(O3)CO)O)O)N. Drug 2: CC1=C2C(C(=O)C3(C(CC4C(C3C(C(C2(C)C)(CC1OC(=O)C(C(C5=CC=CC=C5)NC(=O)C6=CC=CC=C6)O)O)OC(=O)C7=CC=CC=C7)(CO4)OC(=O)C)O)C)OC(=O)C. Cell line: CAKI-1. Synergy scores: CSS=8.69, Synergy_ZIP=-4.28, Synergy_Bliss=-1.48, Synergy_Loewe=-27.2, Synergy_HSA=-4.54.